Dataset: Forward reaction prediction with 1.9M reactions from USPTO patents (1976-2016). Task: Predict the product of the given reaction. The product is: [CH2:22]([S:23][C:2]1[CH:3]=[C:4](/[CH:9]=[CH:10]/[C:11]([O:13][CH2:14][CH3:15])=[O:12])[C:5]([Cl:8])=[N:6][CH:7]=1)[C:16]1[CH:21]=[CH:20][CH:19]=[CH:18][CH:17]=1. Given the reactants Br[C:2]1[CH:3]=[C:4](/[CH:9]=[CH:10]/[C:11]([O:13][CH2:14][CH3:15])=[O:12])[C:5]([Cl:8])=[N:6][CH:7]=1.[C:16]1([CH2:22][SH:23])[CH:21]=[CH:20][CH:19]=[CH:18][CH:17]=1.CCN(C(C)C)C(C)C, predict the reaction product.